The task is: Regression. Given a peptide amino acid sequence and an MHC pseudo amino acid sequence, predict their binding affinity value. This is MHC class I binding data.. This data is from Peptide-MHC class I binding affinity with 185,985 pairs from IEDB/IMGT. The peptide sequence is KEPHQLCETI. The MHC is H-2-Db with pseudo-sequence H-2-Db. The binding affinity (normalized) is 0.544.